Dataset: NCI-60 drug combinations with 297,098 pairs across 59 cell lines. Task: Regression. Given two drug SMILES strings and cell line genomic features, predict the synergy score measuring deviation from expected non-interaction effect. (1) Drug 1: CCC1(CC2CC(C3=C(CCN(C2)C1)C4=CC=CC=C4N3)(C5=C(C=C6C(=C5)C78CCN9C7C(C=CC9)(C(C(C8N6C)(C(=O)OC)O)OC(=O)C)CC)OC)C(=O)OC)O.OS(=O)(=O)O. Drug 2: CN(CCCl)CCCl.Cl. Cell line: HS 578T. Synergy scores: CSS=0.292, Synergy_ZIP=0.222, Synergy_Bliss=0.223, Synergy_Loewe=-2.34, Synergy_HSA=-2.32. (2) Drug 1: CC=C1C(=O)NC(C(=O)OC2CC(=O)NC(C(=O)NC(CSSCCC=C2)C(=O)N1)C(C)C)C(C)C. Drug 2: CCC1(CC2CC(C3=C(CCN(C2)C1)C4=CC=CC=C4N3)(C5=C(C=C6C(=C5)C78CCN9C7C(C=CC9)(C(C(C8N6C)(C(=O)OC)O)OC(=O)C)CC)OC)C(=O)OC)O.OS(=O)(=O)O. Cell line: RXF 393. Synergy scores: CSS=9.74, Synergy_ZIP=-5.46, Synergy_Bliss=-4.42, Synergy_Loewe=-2.54, Synergy_HSA=-1.91.